Dataset: Full USPTO retrosynthesis dataset with 1.9M reactions from patents (1976-2016). Task: Predict the reactants needed to synthesize the given product. (1) Given the product [C:18]([O:1][C@H:2]1[CH2:7][C@H:6]([CH3:8])[CH2:5][CH2:4][C@H:3]1[C:9]([OH:11])=[O:10])(=[O:20])[CH3:19], predict the reactants needed to synthesize it. The reactants are: [OH:1][C@H:2]1[CH2:7][C@H:6]([CH3:8])[CH2:5][CH2:4][C@H:3]1[C:9]([OH:11])=[O:10].N1C=CC=CC=1.[C:18](OC(=O)C)(=[O:20])[CH3:19]. (2) Given the product [F:1][C:2]1[CH:7]=[CH:6][C:5]([C@@H:8]([NH:10][C:11]2[CH:16]=[C:15]([C:17]3[CH:18]=[N:19][C:20]([OH:23])=[CH:21][CH:22]=3)[CH:14]=[C:13]([NH:25][C:26]3[CH:31]=[N:30][CH:29]=[CH:28][N:27]=3)[N:12]=2)[CH3:9])=[CH:4][CH:3]=1, predict the reactants needed to synthesize it. The reactants are: [F:1][C:2]1[CH:7]=[CH:6][C:5]([C@@H:8]([NH:10][C:11]2[CH:16]=[C:15]([C:17]3[CH:18]=[N:19][C:20]([O:23]C)=[CH:21][CH:22]=3)[CH:14]=[C:13]([NH:25][C:26]3[CH:31]=[N:30][CH:29]=[CH:28][N:27]=3)[N:12]=2)[CH3:9])=[CH:4][CH:3]=1.[I-].[Na+].C[Si](Cl)(C)C.C(=O)(O)[O-].[Na+].